Dataset: Catalyst prediction with 721,799 reactions and 888 catalyst types from USPTO. Task: Predict which catalyst facilitates the given reaction. (1) Reactant: Br[C:2]1[CH:7]=[CH:6][C:5]([O:8][CH3:9])=[CH:4][C:3]=1[N+:10]([O-:12])=[O:11].[C:13]1(OB(O)O)[CH:18]=[CH:17][CH:16]=[CH:15][CH:14]=1.C(=O)([O-])[O-].[Cs+].[Cs+]. Product: [CH3:9][O:8][C:5]1[CH:6]=[CH:7][C:2]([C:13]2[CH:18]=[CH:17][CH:16]=[CH:15][CH:14]=2)=[C:3]([N+:10]([O-:12])=[O:11])[CH:4]=1. The catalyst class is: 12. (2) Reactant: [ClH:1].[NH2:2][C@@H:3]([CH3:10])[C:4]([O:6][CH:7]([CH3:9])[CH3:8])=[O:5].[P:11](Cl)(Cl)(=[O:19])[O:12][C:13]1[CH:18]=[CH:17][CH:16]=[CH:15][CH:14]=1.C(N(CC)CC)C. Product: [Cl:1][C:14]1[CH:15]=[CH:16][CH:17]=[CH:18][C:13]=1[O:12][P:11](=[N:2][C@@H:3]([CH3:10])[C:4]([O:6][CH:7]([CH3:9])[CH3:8])=[O:5])=[O:19]. The catalyst class is: 2. (3) Reactant: C([NH:9][C:10]([NH:12][C:13]1[CH:18]=[C:17]([Br:19])[N:16]=[C:15]([Br:20])[CH:14]=1)=[S:11])(=O)C1C=CC=CC=1.[OH-].[Na+]. Product: [Br:20][C:15]1[CH:14]=[C:13]([NH:12][C:10]([NH2:9])=[S:11])[CH:18]=[C:17]([Br:19])[N:16]=1. The catalyst class is: 1. (4) Reactant: [NH2:1][C:2]1[CH:3]=[C:4]([CH:20]=[CH:21][C:22]=1[O:23][CH:24]1[CH2:26][CH2:25]1)[C:5]([NH:7][C:8]1[CH:13]=[CH:12][C:11]([C:14]2[CH:19]=[CH:18][CH:17]=[CH:16][CH:15]=2)=[CH:10][CH:9]=1)=[O:6].Cl.[CH3:28][N:29]1[CH2:34][CH2:33][N:32]([C:35]2([C:38](O)=[O:39])[CH2:37][CH2:36]2)[CH2:31][CH2:30]1.C1CN([P+](ON2N=NC3C=CC=CC2=3)(N2CCCC2)N2CCCC2)CC1.F[P-](F)(F)(F)(F)F.C(N(C(C)C)C(C)C)C. Product: [C:11]1([C:14]2[CH:19]=[CH:18][CH:17]=[CH:16][CH:15]=2)[CH:10]=[CH:9][C:8]([NH:7][C:5](=[O:6])[C:4]2[CH:20]=[CH:21][C:22]([O:23][CH:24]3[CH2:25][CH2:26]3)=[C:2]([NH:1][C:38]([C:35]3([N:32]4[CH2:31][CH2:30][N:29]([CH3:28])[CH2:34][CH2:33]4)[CH2:37][CH2:36]3)=[O:39])[CH:3]=2)=[CH:13][CH:12]=1. The catalyst class is: 18. (5) Reactant: [CH3:1][S:2](Cl)(=[O:4])=[O:3].[CH:6]1([C@H:12]([C:14]2[CH:19]=[CH:18][CH:17]=[CH:16][CH:15]=2)[OH:13])[CH2:11][CH2:10][CH2:9][CH2:8][CH2:7]1.CCN(CC)CC. Product: [CH3:1][S:2]([O:13][C@H:12]([CH:6]1[CH2:7][CH2:8][CH2:9][CH2:10][CH2:11]1)[C:14]1[CH:15]=[CH:16][CH:17]=[CH:18][CH:19]=1)(=[O:4])=[O:3]. The catalyst class is: 2. (6) Reactant: [Br:1][C:2]1[N:3]=[C:4]([NH:9][CH2:10][C:11]2[CH:12]=[C:13]3[C:18](=[CH:19][C:20]=2[F:21])[N:17]=[CH:16][CH:15]=[CH:14]3)[C:5]([NH2:8])=[N:6][CH:7]=1.[N:22]([O-])=O.[Na+]. Product: [Br:1][C:2]1[N:3]=[C:4]2[N:9]([CH2:10][C:11]3[CH:12]=[C:13]4[C:18](=[CH:19][C:20]=3[F:21])[N:17]=[CH:16][CH:15]=[CH:14]4)[N:22]=[N:8][C:5]2=[N:6][CH:7]=1. The catalyst class is: 86.